From a dataset of Catalyst prediction with 721,799 reactions and 888 catalyst types from USPTO. Predict which catalyst facilitates the given reaction. (1) Reactant: [CH:1]1([O:7][C:8]2[C:13]([S:14][C:15]3[CH:16]=[C:17]([NH:21]C(=O)C)[CH:18]=[CH:19][CH:20]=3)=[CH:12][N:11]=[C:10]([N:25]3[CH2:30][CH2:29][N:28]([CH3:31])[CH2:27][CH2:26]3)[N:9]=2)[CH2:6][CH2:5][CH2:4][CH2:3][CH2:2]1.B(F)(F)F.CO.CCN(CC)CC. Product: [CH:1]1([O:7][C:8]2[C:13]([S:14][C:15]3[CH:16]=[C:17]([CH:18]=[CH:19][CH:20]=3)[NH2:21])=[CH:12][N:11]=[C:10]([N:25]3[CH2:30][CH2:29][N:28]([CH3:31])[CH2:27][CH2:26]3)[N:9]=2)[CH2:6][CH2:5][CH2:4][CH2:3][CH2:2]1. The catalyst class is: 5. (2) The catalyst class is: 25. Product: [CH3:30][C:24]([C:16]1[CH:17]=[C:18]2[C:23](=[C:14]([C:10]3[CH:9]=[C:8]([C:3]4[C:2]([C:37]5[CH:38]=[CH:39][C:34]([C:31](=[O:33])[CH3:32])=[CH:35][CH:36]=5)=[CH:7][CH:6]=[CH:5][CH:4]=4)[CH:13]=[CH:12][CH:11]=3)[CH:15]=1)[N:22]=[CH:21][CH:20]=[CH:19]2)([S:26]([CH3:29])(=[O:28])=[O:27])[CH3:25]. Reactant: Br[C:2]1[CH:7]=[CH:6][CH:5]=[CH:4][C:3]=1[C:8]1[CH:13]=[CH:12][CH:11]=[C:10]([C:14]2[CH:15]=[C:16]([C:24]([CH3:30])([S:26]([CH3:29])(=[O:28])=[O:27])[CH3:25])[CH:17]=[C:18]3[C:23]=2[N:22]=[CH:21][CH:20]=[CH:19]3)[CH:9]=1.[C:31]([C:34]1[CH:39]=[CH:38][C:37](B(O)O)=[CH:36][CH:35]=1)(=[O:33])[CH3:32]. (3) Reactant: [Cl:1][S:2]([OH:5])(=O)=[O:3].[Cl:6][CH2:7][CH2:8][CH2:9][CH2:10][C:11]1([CH2:21][CH3:22])[C:19]2[C:14](=[CH:15][CH:16]=[CH:17][CH:18]=2)[NH:13][C:12]1=[O:20].CCCCCC. Product: [Cl:6][CH2:7][CH2:8][CH2:9][CH2:10][C:11]1([CH2:21][CH3:22])[C:19]2[C:14](=[CH:15][CH:16]=[C:17]([S:2]([Cl:1])(=[O:5])=[O:3])[CH:18]=2)[NH:13][C:12]1=[O:20]. The catalyst class is: 13. (4) Reactant: [CH2:1]([C:3]1[C:4]([C:9]2[O:10]C=CC=2)=[N:5][CH:6]=[N:7][CH:8]=1)[CH3:2].CC(C)=[O:16].[Mn]([O-])(=O)(=O)=O.[K+].C(=O)([O-])O.[Na+]. Product: [CH2:1]([C:3]1[C:4]([C:9]([OH:10])=[O:16])=[N:5][CH:6]=[N:7][CH:8]=1)[CH3:2]. The catalyst class is: 6. (5) Reactant: [Cl:1][C:2]1[CH:7]=[CH:6][C:5]([CH:8]2[C:12]3[N:13]([CH:22]4[CH2:25][O:24][CH2:23]4)[C:14]([C:16]4[CH2:17][CH2:18][O:19][CH2:20][CH:21]=4)=[N:15][C:11]=3[C:10](=[O:26])[N:9]2[C:27]2[CH:28]=[C:29]([CH3:37])[C:30]3[N:34]=[N:33][N:32]([CH3:35])[C:31]=3[CH:36]=2)=[CH:4][CH:3]=1. Product: [Cl:1][C:2]1[CH:7]=[CH:6][C:5]([CH:8]2[C:12]3[N:13]([CH:22]4[CH2:25][O:24][CH2:23]4)[C:14]([CH:16]4[CH2:17][CH2:18][O:19][CH2:20][CH2:21]4)=[N:15][C:11]=3[C:10](=[O:26])[N:9]2[C:27]2[CH:28]=[C:29]([CH3:37])[C:30]3[N:34]=[N:33][N:32]([CH3:35])[C:31]=3[CH:36]=2)=[CH:4][CH:3]=1. The catalyst class is: 320.